From a dataset of Full USPTO retrosynthesis dataset with 1.9M reactions from patents (1976-2016). Predict the reactants needed to synthesize the given product. (1) Given the product [F:28][C:25]1[CH:26]=[CH:27][C:20]([N:19]=[C:14]2[CH2:15][CH2:16][CH2:17][N:13]2[CH2:6][C:7]2[CH:12]=[CH:11][CH:10]=[CH:9][CH:8]=2)=[C:21]([CH:24]=1)[C:22]#[N:23], predict the reactants needed to synthesize it. The reactants are: P(Cl)(Cl)(Cl)=O.[CH2:6]([N:13]1[CH2:17][CH2:16][CH2:15][C:14]1=O)[C:7]1[CH:12]=[CH:11][CH:10]=[CH:9][CH:8]=1.[NH2:19][C:20]1[CH:27]=[CH:26][C:25]([F:28])=[CH:24][C:21]=1[C:22]#[N:23].[OH-].[Na+]. (2) Given the product [N+:22]([C:21]1[C:16]([NH:15][CH2:14][C@H:11]2[CH2:12][CH2:13][C@H:8]([NH:7][CH2:6][CH2:5][CH2:4][C:3]([OH:38])=[O:2])[CH2:9][CH2:10]2)=[N:17][C:18]([NH:25][CH2:26][C:27]2[CH:32]=[CH:31][CH:30]=[CH:29][C:28]=2[O:33][C:34]([F:37])([F:36])[F:35])=[N:19][CH:20]=1)([O-:24])=[O:23], predict the reactants needed to synthesize it. The reactants are: C[O:2][C:3](=[O:38])[CH2:4][CH2:5][CH2:6][NH:7][CH:8]1[CH2:13][CH2:12][CH:11]([CH2:14][NH:15][C:16]2[C:21]([N+:22]([O-:24])=[O:23])=[CH:20][N:19]=[C:18]([NH:25][CH2:26][C:27]3[CH:32]=[CH:31][CH:30]=[CH:29][C:28]=3[O:33][C:34]([F:37])([F:36])[F:35])[N:17]=2)[CH2:10][CH2:9]1.CO.O.[Li+].[OH-].